This data is from Forward reaction prediction with 1.9M reactions from USPTO patents (1976-2016). The task is: Predict the product of the given reaction. (1) Given the reactants [C:1]1([CH3:7])[CH:6]=[CH:5][CH:4]=[CH:3][CH:2]=1.[CH3:8][N:9]([CH2:13][CH2:14][OH:15])[CH2:10][CH2:11][OH:12].[H-].[Na+].CS(O[CH2:23][CH2:24][CH2:25][CH2:26][CH2:27][CH2:28][CH2:29][CH2:30]/[CH:31]=[CH:32]\[CH2:33][CH2:34][CH2:35][CH2:36][CH2:37][CH3:38])(=O)=O, predict the reaction product. The product is: [CH3:8][N:9]([CH2:13][CH2:14][O:15][CH2:23][CH2:24][CH2:25][CH2:26][CH2:27][CH2:28][CH2:29][CH2:30]/[CH:31]=[CH:2]\[CH2:3][CH2:4][CH2:5][CH2:6][CH2:1][CH3:7])[CH2:10][CH2:11][O:12][CH2:23][CH2:24][CH2:25][CH2:26][CH2:27][CH2:28][CH2:29][CH2:30]/[CH:31]=[CH:32]\[CH2:33][CH2:34][CH2:35][CH2:36][CH2:37][CH3:38]. (2) Given the reactants [Cl:1][C:2]1[CH:3]=[C:4]([CH:18]=[CH:19][C:20]=1[Cl:21])[O:5][CH:6]1[CH2:11][CH2:10][N:9]([CH2:12][CH2:13][S:14](O)(=[O:16])=[O:15])[CH2:8][CH2:7]1.[Na].ClC1C=C(C=CC=1Cl)OC1CC[NH:31]CC1, predict the reaction product. The product is: [Cl:1][C:2]1[CH:3]=[C:4]([CH:18]=[CH:19][C:20]=1[Cl:21])[O:5][CH:6]1[CH2:11][CH2:10][N:9]([CH2:12][CH2:13][S:14]([NH2:31])(=[O:16])=[O:15])[CH2:8][CH2:7]1. (3) Given the reactants [NH2:1][C:2]1[N:3]=[C:4]([C:16]2[CH:21]=[CH:20][C:19]([CH3:22])=[CH:18][CH:17]=2)[C:5]([C:8]2[CH:15]=[CH:14][C:11]([C:12]#[N:13])=[CH:10][CH:9]=2)=[N:6][CH:7]=1.[Br:23]N1C(=O)CCC1=O, predict the reaction product. The product is: [NH2:1][C:2]1[N:3]=[C:4]([C:16]2[CH:17]=[CH:18][C:19]([CH3:22])=[CH:20][CH:21]=2)[C:5]([C:8]2[CH:9]=[CH:10][C:11]([C:12]#[N:13])=[CH:14][CH:15]=2)=[N:6][C:7]=1[Br:23].